This data is from Full USPTO retrosynthesis dataset with 1.9M reactions from patents (1976-2016). The task is: Predict the reactants needed to synthesize the given product. (1) Given the product [Br:17][CH2:18][CH2:19][CH2:20][CH2:21][O:16][CH2:15][CH2:14][O:13][CH2:12][CH2:11][O:10][CH2:3][C:4]1[CH:9]=[CH:8][CH:7]=[CH:6][CH:5]=1, predict the reactants needed to synthesize it. The reactants are: [H-].[Na+].[CH2:3]([O:10][CH2:11][CH2:12][O:13][CH2:14][CH2:15][OH:16])[C:4]1[CH:9]=[CH:8][CH:7]=[CH:6][CH:5]=1.[Br:17][CH2:18][CH2:19][CH2:20][CH2:21]Br. (2) Given the product [CH3:8][N:5]1[CH2:6][CH2:7][CH:2]([O:1][C:16]2[CH:23]=[CH:22][C:19]([C:20]#[N:21])=[CH:18][C:17]=2[C:24]([F:25])([F:27])[F:26])[CH2:3][CH2:4]1, predict the reactants needed to synthesize it. The reactants are: [OH:1][CH:2]1[CH2:7][CH2:6][N:5]([CH3:8])[CH2:4][CH2:3]1.CC(C)([O-])C.[K+].F[C:16]1[CH:23]=[CH:22][C:19]([C:20]#[N:21])=[CH:18][C:17]=1[C:24]([F:27])([F:26])[F:25].